This data is from Full USPTO retrosynthesis dataset with 1.9M reactions from patents (1976-2016). The task is: Predict the reactants needed to synthesize the given product. (1) Given the product [C:12]([O:11][C:9]([NH:16][CH2:17][CH2:18][CH2:19][OH:20])=[O:10])([CH3:13])([CH3:14])[CH3:15], predict the reactants needed to synthesize it. The reactants are: [C:9](O[C:9]([O:11][C:12]([CH3:15])([CH3:14])[CH3:13])=[O:10])([O:11][C:12]([CH3:15])([CH3:14])[CH3:13])=[O:10].[NH2:16][CH2:17][CH2:18][CH2:19][OH:20]. (2) Given the product [CH3:18][C:17]([NH:16][CH2:15][CH2:14][C:11]1[C:12]2[CH:13]=[C:4]([O:3][CH3:2])[CH:5]=[CH:6][C:7]=2[CH:8]=[CH:9][CH:10]=1)=[O:19], predict the reactants needed to synthesize it. The reactants are: Cl.[CH3:2][O:3][C:4]1[CH:13]=[C:12]2[C:7]([CH:8]=[CH:9][CH:10]=[C:11]2[CH2:14][CH2:15][NH2:16])=[CH:6][CH:5]=1.[C:17]([O-])(=[O:19])[CH3:18].[Na+].C(OC(=O)C)(=O)C. (3) Given the product [C:14]1([CH:8]([C:2]2[CH:3]=[CH:4][CH:5]=[CH:6][CH:7]=2)[N:9]2[CH2:12][C:11](=[O:13])[CH2:10]2)[CH:15]=[CH:16][CH:17]=[CH:18][CH:19]=1, predict the reactants needed to synthesize it. The reactants are: Cl.[C:2]1([CH:8]([C:14]2[CH:19]=[CH:18][CH:17]=[CH:16][CH:15]=2)[N:9]2[CH2:12][CH:11]([OH:13])[CH2:10]2)[CH:7]=[CH:6][CH:5]=[CH:4][CH:3]=1.CN1CCOCC1.C[N+]1([O-])CCOCC1.C(OCC)(=O)C. (4) Given the product [CH2:1]([C@@H:8]([NH:21][C:22]([C:24]1[CH:35]=[C:34]([CH3:36])[C:27]2[N:28]([CH2:40][C:41]3[CH:46]=[CH:45][C:44]([C:47]4[CH:52]=[CH:51][CH:50]=[CH:49][C:48]=4[C:53]4[NH:54][N:55]=[N:56][N:57]=4)=[CH:43][CH:42]=3)[C:29]([CH2:31][CH2:32][CH3:33])=[N:30][C:26]=2[CH:25]=1)=[O:23])[CH2:9][C:10](=[O:20])[NH:11][O:12][CH2:13][C:14]1[CH:15]=[CH:16][CH:17]=[CH:18][CH:19]=1)[C:2]1[CH:7]=[CH:6][CH:5]=[CH:4][CH:3]=1, predict the reactants needed to synthesize it. The reactants are: [CH2:1]([C@@H:8]([NH:21][C:22]([C:24]1[CH:35]=[C:34]([CH3:36])[C:27]2[N:28]=[C:29]([CH2:31][CH2:32][CH3:33])[NH:30][C:26]=2[CH:25]=1)=[O:23])[CH2:9][C:10](=[O:20])[NH:11][O:12][CH2:13][C:14]1[CH:19]=[CH:18][CH:17]=[CH:16][CH:15]=1)[C:2]1[CH:7]=[CH:6][CH:5]=[CH:4][CH:3]=1.[H-].[Na+].Br[CH2:40][C:41]1[CH:46]=[CH:45][C:44]([C:47]2[CH:52]=[CH:51][CH:50]=[CH:49][C:48]=2[C:53]2[N:57](C(C3C=CC=CC=3)(C3C=CC=CC=3)C3C=CC=CC=3)[N:56]=[N:55][N:54]=2)=[CH:43][CH:42]=1.C(O)(C(F)(F)F)=O. (5) Given the product [C:1]([O:5][C:6]([N:8]1[CH2:9][CH2:10][N:11]([C:14]([C:16]2[C:24]3[C:19](=[CH:20][CH:21]=[CH:22][CH:23]=3)[N:18]([C:25]3[CH:30]=[CH:29][CH:28]=[CH:27][CH:26]=3)[C:17]=2[CH2:40][C:39]2[C:42]([F:46])=[CH:43][CH:44]=[CH:45][C:38]=2[Cl:37])=[O:15])[CH2:12][CH2:13]1)=[O:7])([CH3:4])([CH3:2])[CH3:3], predict the reactants needed to synthesize it. The reactants are: [C:1]([O:5][C:6]([N:8]1[CH2:13][CH2:12][N:11]([C:14]([C:16]2[C:24]3[C:19](=[CH:20][CH:21]=[CH:22][CH:23]=3)[N:18]([C:25]3[CH:30]=[CH:29][CH:28]=[CH:27][CH:26]=3)[C:17]=2Cl)=[O:15])[CH2:10][CH2:9]1)=[O:7])([CH3:4])([CH3:3])[CH3:2].C([Li])CCC.[Cl:37][C:38]1[CH:45]=[CH:44][CH:43]=[C:42]([F:46])[C:39]=1[CH2:40]Br. (6) Given the product [Cl:1][C:2]1[CH:3]=[C:4](/[CH:9]=[CH:10]/[C:11]([N:13]2[CH2:19][CH2:18][C:17](=[O:20])[N:16]([CH2:21][CH2:22][CH2:23][OH:24])[CH2:15][CH2:14]2)=[O:12])[CH:5]=[CH:6][C:7]=1[Cl:8], predict the reactants needed to synthesize it. The reactants are: [Cl:1][C:2]1[CH:3]=[C:4](/[CH:9]=[CH:10]/[C:11]([N:13]2[CH2:19][CH2:18][C:17](=[O:20])[N:16]([CH2:21][CH2:22][CH2:23][O:24]C3CCCCO3)[CH2:15][CH2:14]2)=[O:12])[CH:5]=[CH:6][C:7]=1[Cl:8].C1(C)C=CC(S([O-])(=O)=O)=CC=1.[NH+]1C=CC=CC=1.